This data is from Reaction yield outcomes from USPTO patents with 853,638 reactions. The task is: Predict the reaction yield, written as a fraction of the theoretical maximum amount of product (1.0 means a 100% yield; for example, 0.34 means a 34% yield). (1) The reactants are [F:1][C:2]1[CH:11]=[CH:10][C:9]([O:12][CH2:13][CH2:14][CH3:15])=[C:8]2[C:3]=1[C:4](=[O:17])[C:5](I)=[CH:6][NH:7]2.[N:18]1[CH:23]=[CH:22][CH:21]=[C:20](B(O)O)[CH:19]=1.C(=O)([O-])[O-].[Na+].[Na+].O. The catalyst is COCCOC.C1C=CC(P(C2C=CC=CC=2)[C-]2C=CC=C2)=CC=1.C1C=CC(P(C2C=CC=CC=2)[C-]2C=CC=C2)=CC=1.Cl[Pd]Cl.[Fe+2].ClCCl. The product is [F:1][C:2]1[CH:11]=[CH:10][C:9]([O:12][CH2:13][CH2:14][CH3:15])=[C:8]2[C:3]=1[C:4](=[O:17])[C:5]([C:20]1[CH:19]=[N:18][CH:23]=[CH:22][CH:21]=1)=[CH:6][NH:7]2. The yield is 0.360. (2) The reactants are [F:1][C:2]1[CH:7]=[CH:6][C:5]([NH:8][C:9]([C:11]2[CH:20]=[CH:19][C:14]([C:15]([O:17]C)=[O:16])=[CH:13][CH:12]=2)=[O:10])=[CH:4][CH:3]=1.CO.[Li+].[OH-]. The catalyst is C1COCC1.O. The product is [F:1][C:2]1[CH:7]=[CH:6][C:5]([NH:8][C:9]([C:11]2[CH:12]=[CH:13][C:14]([C:15]([OH:17])=[O:16])=[CH:19][CH:20]=2)=[O:10])=[CH:4][CH:3]=1. The yield is 0.860.